The task is: Predict the product of the given reaction.. This data is from Forward reaction prediction with 1.9M reactions from USPTO patents (1976-2016). Given the reactants [CH3:1][N:2]([CH3:28])[CH2:3][CH2:4][C:5]1[C:10]([O:11][CH3:12])=[CH:9][C:8]([C:13]2[N:18]=[C:17]([NH:19]C(=O)C(C)(C)C)[CH:16]=[CH:15][CH:14]=2)=[C:7]([O:26][CH3:27])[CH:6]=1.[OH-].[Na+], predict the reaction product. The product is: [CH3:28][N:2]([CH3:1])[CH2:3][CH2:4][C:5]1[C:10]([O:11][CH3:12])=[CH:9][C:8]([C:13]2[N:18]=[C:17]([NH2:19])[CH:16]=[CH:15][CH:14]=2)=[C:7]([O:26][CH3:27])[CH:6]=1.